From a dataset of Forward reaction prediction with 1.9M reactions from USPTO patents (1976-2016). Predict the product of the given reaction. (1) Given the reactants C[O:2][C:3](=[O:36])[CH2:4][C:5]1[S:6][C:7]([C:10]2[CH:15]=[CH:14][CH:13]=[CH:12][C:11]=2[NH:16][C:17](=[O:35])[CH2:18][C:19]2[CH:20]=[C:21]([C:25]3[CH:30]=[CH:29][C:28]([O:31][CH3:32])=[CH:27][C:26]=3[O:33][CH3:34])[CH:22]=[CH:23][CH:24]=2)=[CH:8][CH:9]=1, predict the reaction product. The product is: [CH3:34][O:33][C:26]1[CH:27]=[C:28]([O:31][CH3:32])[CH:29]=[CH:30][C:25]=1[C:21]1[CH:22]=[CH:23][CH:24]=[C:19]([CH2:18][C:17]([NH:16][C:11]2[CH:12]=[CH:13][CH:14]=[CH:15][C:10]=2[C:7]2[S:6][C:5]([CH2:4][C:3]([OH:36])=[O:2])=[CH:9][CH:8]=2)=[O:35])[CH:20]=1. (2) Given the reactants [C:1]1([C@@H:7]2[CH2:13][NH:12][CH2:11][C:10]3[CH:14]=[CH:15][C:16]([C:18]([O:20][CH3:21])=[O:19])=[CH:17][C:9]=3[O:8]2)[CH:6]=[CH:5][CH:4]=[CH:3][CH:2]=1.C(O)(C(F)(F)F)=O.CN(C(ON1N=NC2C=CC=NC1=2)=[N+](C)C)C.F[P-](F)(F)(F)(F)F.[O:53]1[CH2:58][CH2:57][CH:56]([C:59](O)=[O:60])[CH2:55][CH2:54]1.CCN(C(C)C)C(C)C, predict the reaction product. The product is: [C:1]1([C@@H:7]2[CH2:13][N:12]([C:59]([CH:56]3[CH2:57][CH2:58][O:53][CH2:54][CH2:55]3)=[O:60])[CH2:11][C:10]3[CH:14]=[CH:15][C:16]([C:18]([O:20][CH3:21])=[O:19])=[CH:17][C:9]=3[O:8]2)[CH:2]=[CH:3][CH:4]=[CH:5][CH:6]=1.